This data is from Reaction yield outcomes from USPTO patents with 853,638 reactions. The task is: Predict the reaction yield, written as a fraction of the theoretical maximum amount of product (1.0 means a 100% yield; for example, 0.34 means a 34% yield). (1) The reactants are [CH2:1]([C:3]1[C:4]([CH3:27])=[C:5]2[C:9](=[C:10]([O:19][CH2:20][CH2:21][Si:22]([CH3:25])([CH3:24])[CH3:23])[C:11]=1[CH2:12][CH:13]=[C:14]([CH2:17]O)[CH2:15][CH3:16])[C:8](=[O:26])[O:7][CH2:6]2)[CH3:2].C1(P(C2C=CC=CC=2)C2C=CC=CC=2)C=CC=CC=1.C(Br)(Br)(Br)[Br:48]. The catalyst is C(Cl)Cl. The product is [Br:48][CH2:17][C:14]([CH2:15][CH3:16])=[CH:13][CH2:12][C:11]1[C:10]([O:19][CH2:20][CH2:21][Si:22]([CH3:23])([CH3:25])[CH3:24])=[C:9]2[C:5]([CH2:6][O:7][C:8]2=[O:26])=[C:4]([CH3:27])[C:3]=1[CH2:1][CH3:2]. The yield is 0.780. (2) The reactants are C(N(C(C)C)CC=CC1C=CC=CC=1)(C)C.C1C(O)=CC=C(C)C=1.CS(O)(=O)=O.[OH:30][C:31]1[CH:36]=[CH:35][C:34]([CH3:37])=[CH:33][C:32]=1[CH:38]([C:48]1[CH:53]=[CH:52][CH:51]=[CH:50][CH:49]=1)[CH2:39][CH2:40][N:41]([CH:45]([CH3:47])[CH3:46])[CH:42]([CH3:44])[CH3:43]. No catalyst specified. The product is [OH:30][C:31]1[CH:36]=[CH:35][C:34]([CH3:37])=[CH:33][C:32]=1[C@@H:38]([C:48]1[CH:49]=[CH:50][CH:51]=[CH:52][CH:53]=1)[CH2:39][CH2:40][N:41]([CH:45]([CH3:47])[CH3:46])[CH:42]([CH3:43])[CH3:44]. The yield is 0.850. (3) The reactants are [Na].[CH3:2][C:3]([C:5]1[CH:10]=[CH:9][C:8]([O:11][CH3:12])=[CH:7][CH:6]=1)=[O:4].Cl[C:14]1[N:22]=[C:21]([Cl:23])[CH:20]=[CH:19][C:15]=1[C:16]([OH:18])=[O:17]. The catalyst is C([O-])(=O)C.[Cu+2].C([O-])(=O)C.CCO. The product is [Cl:23][C:21]1[CH:20]=[CH:19][C:15]([C:16]([OH:18])=[O:17])=[C:14]([CH2:2][C:3]([C:5]2[CH:10]=[CH:9][C:8]([O:11][CH3:12])=[CH:7][CH:6]=2)=[O:4])[N:22]=1. The yield is 0.630.